From a dataset of Reaction yield outcomes from USPTO patents with 853,638 reactions. Predict the reaction yield, written as a fraction of the theoretical maximum amount of product (1.0 means a 100% yield; for example, 0.34 means a 34% yield). (1) The reactants are [F:1][C:2]1[C:3]([C:9]#[N:10])=[N:4][CH:5]=[C:6]([F:8])[CH:7]=1.FC(F)(F)C(OC(=O)C(F)(F)F)=[O:14]. The catalyst is ClCCl. The product is [F:1][C:2]1[C:3]([C:9]#[N:10])=[N+:4]([O-:14])[CH:5]=[C:6]([F:8])[CH:7]=1. The yield is 0.580. (2) The reactants are ClC1C(C(=O)N(CCCC)CCCC)=NN(C2C=CC(C(OCC)=O)=CC=2C(N2CCC3C(=CC=CC=3)C2)=O)C=1C.[CH2:42]([N:46]([CH2:56][C:57]1[CH:62]=[CH:61][C:60]([Cl:63])=[C:59]([Cl:64])[CH:58]=1)[C:47]([C:49]1[C:53]([Cl:54])=[C:52]([CH3:55])[NH:51][N:50]=1)=[O:48])[CH2:43][CH2:44][CH3:45].F[C:66]1[CH:81]=[CH:80][C:69]([C:70]([O:72][CH2:73][C:74]2[CH:79]=[CH:78][CH:77]=[CH:76][CH:75]=2)=[O:71])=[CH:68][C:67]=1[C:82]([N:84]1[CH2:93][CH2:92][C:91]2[C:86](=[CH:87][CH:88]=[CH:89][CH:90]=2)[CH2:85]1)=[O:83]. No catalyst specified. The product is [CH2:42]([N:46]([CH2:56][C:57]1[CH:62]=[CH:61][C:60]([Cl:63])=[C:59]([Cl:64])[CH:58]=1)[C:47]([C:49]1[C:53]([Cl:54])=[C:52]([CH3:55])[N:51]([C:66]2[CH:81]=[CH:80][C:69]([C:70]([O:72][CH2:73][C:74]3[CH:75]=[CH:76][CH:77]=[CH:78][CH:79]=3)=[O:71])=[CH:68][C:67]=2[C:82]([N:84]2[CH2:93][CH2:92][C:91]3[C:86](=[CH:87][CH:88]=[CH:89][CH:90]=3)[CH2:85]2)=[O:83])[N:50]=1)=[O:48])[CH2:43][CH2:44][CH3:45]. The yield is 0.640. (3) The reactants are [CH2:1]([N:8]1[CH:12]=[C:11]([C:13]2[CH:18]=[C:17]([F:19])[CH:16]=[CH:15][C:14]=2[F:20])[N:10]=[C:9]1[C@@H:21]([CH:35]1[CH2:40][CH2:39][O:38][CH2:37][CH2:36]1)[N:22]([CH2:28][C@H:29]1[C@@H:33]([F:34])[CH2:32][NH:31][CH2:30]1)[C:23](=[O:27])[C@@H:24]([OH:26])[CH3:25])[C:2]1[CH:7]=[CH:6][CH:5]=[CH:4][CH:3]=1.C(N(C(C)C)C(C)C)C.[C:50](=O)([O:92]C1C=CC([N+]([O-])=O)=CC=1)[O:51][CH2:52][C:53]1[CH:58]=[CH:57][C:56]([NH:59][C:60](=[O:91])[C@@H:61]([NH:69][C:70](=[O:90])[C@@H:71]([NH:75][C:76](=[O:89])[CH2:77][CH2:78][CH2:79][CH2:80][CH2:81][N:82]2[C:86](=[O:87])[CH:85]=[CH:84][C:83]2=[O:88])[CH:72]([CH3:74])[CH3:73])[CH2:62][CH2:63][CH2:64][NH:65][C:66]([NH2:68])=[O:67])=[CH:55][CH:54]=1. The catalyst is CS(C)=O. The product is [CH2:1]([N:8]1[CH:12]=[C:11]([C:13]2[CH:18]=[C:17]([F:19])[CH:16]=[CH:15][C:14]=2[F:20])[N:10]=[C:9]1[C@@H:21]([CH:35]1[CH2:40][CH2:39][O:38][CH2:37][CH2:36]1)[N:22]([CH2:28][C@H:29]1[C@@H:33]([F:34])[CH2:32][N:31]([C:50]([O:51][CH2:52][C:53]2[CH:58]=[CH:57][C:56]([NH:59][C:60](=[O:91])[C@@H:61]([NH:69][C:70](=[O:90])[C@@H:71]([NH:75][C:76](=[O:89])[CH2:77][CH2:78][CH2:79][CH2:80][CH2:81][N:82]3[C:86](=[O:87])[CH:85]=[CH:84][C:83]3=[O:88])[CH:72]([CH3:73])[CH3:74])[CH2:62][CH2:63][CH2:64][NH:65][C:66]([NH2:68])=[O:67])=[CH:55][CH:54]=2)=[O:92])[CH2:30]1)[C:23](=[O:27])[C@@H:24]([OH:26])[CH3:25])[C:2]1[CH:3]=[CH:4][CH:5]=[CH:6][CH:7]=1. The yield is 0.300. (4) The reactants are [F-].C([N+](CCCC)(CCCC)CCCC)CCC.[CH3:19][O:20][C:21](=[O:47])[CH2:22][CH2:23][CH2:24][C:25]#[C:26][CH2:27][C@@H:28]1[C@@H:32]([CH2:33][OH:34])[CH2:31][N:30]([CH2:35][C:36]2[CH:41]=[CH:40][C:39]([O:42][CH3:43])=[CH:38][C:37]=2[O:44][CH3:45])[C:29]1=[O:46].COC(=O)CCCC#CC[C@@H]1[C@@H](CO[Si](C(C)(C)C)(C)C)CN(CC2C=CC(OC)=CC=2OC)C1=O. The catalyst is C1COCC1. The product is [CH3:19][O:20][C:21](=[O:47])[CH2:22][CH2:23][CH2:24][C:25]#[C:26][CH2:27][C@@H:28]1[C@@H:32]([CH2:33][OH:34])[CH2:31][N:30]([CH2:35][C:36]2[CH:41]=[CH:40][C:39]([O:42][CH3:43])=[CH:38][C:37]=2[O:44][CH3:45])[C:29]1=[O:46]. The yield is 0.570.